From a dataset of Forward reaction prediction with 1.9M reactions from USPTO patents (1976-2016). Predict the product of the given reaction. (1) The product is: [Br:11][C:12]1[S:16][C:15]([C:17]([OH:9])=[O:18])=[C:14]([CH3:19])[CH:13]=1. Given the reactants P([O-])([O-])([O-])=O.[Na+].[Na+].[Na+].[OH:9]O.[Br:11][C:12]1[S:16][C:15]([CH:17]=[O:18])=[C:14]([CH3:19])[CH:13]=1.[Na], predict the reaction product. (2) Given the reactants ClC1N=CC2C=NNC=2C=1.O1C=CCCC1.[Cl:17][C:18]1[N:23]=[CH:22][C:21]2[CH:24]=[N:25][N:26]([CH:27]3[CH2:32][CH2:31][CH2:30][CH2:29][O:28]3)[C:20]=2[CH:19]=1, predict the reaction product. The product is: [Cl:17][C:18]1[N:23]=[CH:22][C:21]2=[CH:20][N:26]([CH:27]3[CH2:32][CH2:31][CH2:30][CH2:29][O:28]3)[N:25]=[C:24]2[CH:19]=1. (3) Given the reactants [CH3:1][C:2]1[NH:3][C:4]2[CH:5]=[CH:6][NH:7][C:8](=[O:31])[C:9]=2[CH:10]([C:19]2[CH:20]=[CH:21][CH:22]=[C:23]3[C:28]=2[O:27][C:26]([CH3:29])=[CH:25][C:24]3=[O:30])[C:11]=1[C:12](OCCC#N)=[O:13].[CH2:32]1[CH2:36]OCC1.C(N1C=CN=C1)([N:39]1C=CN=C1)=O.N, predict the reaction product. The product is: [CH2:36]([O:31][C:8]1[N:7]=[CH:6][CH:5]=[C:4]2[C:9]=1[CH:10]([C:19]1[CH:20]=[CH:21][CH:22]=[C:23]3[C:28]=1[O:27][C:26]([CH3:29])=[CH:25][C:24]3=[O:30])[C:11]([C:12]([NH2:39])=[O:13])=[C:2]([CH3:1])[NH:3]2)[CH3:32]. (4) Given the reactants Br[C:2]1[C:3]([N:9]2[CH2:14][CH2:13][O:12][CH2:11][CH:10]2[C:15]([NH:17][C@H:18]([C:20]2[CH:25]=[CH:24][CH:23]=[CH:22][CH:21]=2)[CH3:19])=[O:16])=[N:4][C:5]([Cl:8])=[N:6][CH:7]=1.CC1(C)C2C=CC=C(P(C3C=CC=CC=3)C3C=CC=CC=3)C=2OC2C1=CC=CC=2P(C1C=CC=CC=1)C1C=CC=CC=1, predict the reaction product. The product is: [Cl:8][C:5]1[N:6]=[CH:7][C:2]2[N:17]([CH:18]([C:20]3[CH:25]=[CH:24][CH:23]=[CH:22][CH:21]=3)[CH3:19])[C:15](=[O:16])[C@@H:10]3[CH2:11][O:12][CH2:13][CH2:14][N:9]3[C:3]=2[N:4]=1.